This data is from Peptide-MHC class II binding affinity with 134,281 pairs from IEDB. The task is: Regression. Given a peptide amino acid sequence and an MHC pseudo amino acid sequence, predict their binding affinity value. This is MHC class II binding data. The peptide sequence is CVDAKMTEEDKENALSL. The MHC is HLA-DPA10201-DPB10501 with pseudo-sequence HLA-DPA10201-DPB10501. The binding affinity (normalized) is 0.153.